Dataset: Forward reaction prediction with 1.9M reactions from USPTO patents (1976-2016). Task: Predict the product of the given reaction. (1) Given the reactants C(OC1C=CC2C(=CC=CC=2)C=1C=NO)C1OC1.[OH:19][C:20]1[CH:29]=[CH:28][C:27]2[C:22](=[CH:23][CH:24]=[CH:25][CH:26]=2)[C:21]=1[CH:30]=[O:31].C(=O)([O-])[O-].[K+].[K+].Br[CH2:39][CH2:40][CH2:41][CH2:42][CH2:43][C:44]([O:46][CH2:47][CH3:48])=[O:45], predict the reaction product. The product is: [CH2:47]([O:46][C:44]([CH2:43][CH2:42][CH2:41][CH2:40][CH2:39][O:19][C:20]1[CH:29]=[CH:28][C:27]2[C:22](=[CH:23][CH:24]=[CH:25][CH:26]=2)[C:21]=1[CH:30]=[O:31])=[O:45])[CH3:48]. (2) Given the reactants [F:1][C:2]([F:12])([F:11])[C:3]1[CH:8]=[CH:7][C:6]([NH:9][NH2:10])=[CH:5][CH:4]=1.[CH3:13][C:14]([CH3:21])([CH3:20])[C:15](=O)[CH2:16][C:17]#[N:18], predict the reaction product. The product is: [C:14]([C:15]1[CH:16]=[C:17]([NH2:18])[N:9]([C:6]2[CH:5]=[CH:4][C:3]([C:2]([F:11])([F:12])[F:1])=[CH:8][CH:7]=2)[N:10]=1)([CH3:21])([CH3:20])[CH3:13].